This data is from Catalyst prediction with 721,799 reactions and 888 catalyst types from USPTO. The task is: Predict which catalyst facilitates the given reaction. Reactant: [CH3:1][S:2](Cl)(=[O:4])=[O:3].[F:6][CH:7]([F:39])[C:8]1[N:12]([C:13]2[N:18]=[C:17]([N:19]3[CH2:24][CH2:23][NH:22][CH2:21][CH2:20]3)[N:16]=[C:15]([N:25]3[CH2:31][CH:30]4[O:32][CH:27]([CH2:28][CH2:29]4)[CH2:26]3)[N:14]=2)[C:11]2[CH:33]=[CH:34][CH:35]=[C:36]([O:37][CH3:38])[C:10]=2[N:9]=1.C([O-])([O-])=O.[K+].[K+].O. Product: [F:39][CH:7]([F:6])[C:8]1[N:12]([C:13]2[N:18]=[C:17]([N:19]3[CH2:24][CH2:23][N:22]([S:2]([CH3:1])(=[O:4])=[O:3])[CH2:21][CH2:20]3)[N:16]=[C:15]([N:25]3[CH2:31][CH:30]4[O:32][CH:27]([CH2:28][CH2:29]4)[CH2:26]3)[N:14]=2)[C:11]2[CH:33]=[CH:34][CH:35]=[C:36]([O:37][CH3:38])[C:10]=2[N:9]=1. The catalyst class is: 2.